From a dataset of TCR-epitope binding with 47,182 pairs between 192 epitopes and 23,139 TCRs. Binary Classification. Given a T-cell receptor sequence (or CDR3 region) and an epitope sequence, predict whether binding occurs between them. (1) The epitope is GVAMPNLYK. The TCR CDR3 sequence is CSVGTSGVQYF. Result: 0 (the TCR does not bind to the epitope). (2) The epitope is QARQMVQAMRTIGTHP. The TCR CDR3 sequence is CSARDLGGSYNSPLHF. Result: 1 (the TCR binds to the epitope). (3) The epitope is SEVGPEHSLAEY. The TCR CDR3 sequence is CASSGGGRRSYEQYF. Result: 1 (the TCR binds to the epitope). (4) The epitope is PKYVKQNTLKLAT. The TCR CDR3 sequence is CSAQNTGYNEQFF. Result: 1 (the TCR binds to the epitope). (5) The TCR CDR3 sequence is CASRPSGANVLTF. The epitope is LLQTGIHVRVSQPSL. Result: 1 (the TCR binds to the epitope). (6) The epitope is FIAGLIAIV. The TCR CDR3 sequence is CASSSRITYEQYF. Result: 1 (the TCR binds to the epitope). (7) The epitope is RAKFKQLL. The TCR CDR3 sequence is CASSLIRGTGELFF. Result: 1 (the TCR binds to the epitope).